This data is from Reaction yield outcomes from USPTO patents with 853,638 reactions. The task is: Predict the reaction yield, written as a fraction of the theoretical maximum amount of product (1.0 means a 100% yield; for example, 0.34 means a 34% yield). (1) The reactants are C([O:8][CH2:9][C:10]#[C:11][C:12]1[CH:17]=[CH:16][C:15]([C@@H:18]2[CH2:27][CH2:26][C@@:20]3([NH:24][C:23](=[O:25])[O:22][CH2:21]3)[CH2:19]2)=[CH:14][CH:13]=1)C1C=CC=CC=1. The catalyst is CO.[OH-].[OH-].[Pd+2]. The product is [OH:8][CH2:9][CH2:10][CH2:11][C:12]1[CH:13]=[CH:14][C:15]([C@@H:18]2[CH2:27][CH2:26][C@@:20]3([NH:24][C:23](=[O:25])[O:22][CH2:21]3)[CH2:19]2)=[CH:16][CH:17]=1. The yield is 0.455. (2) The reactants are [F:1][C:2]1[CH:3]=[C:4]([CH:7]=[CH:8][C:9]=1[F:10])[CH2:5][NH2:6].N1CCOCC1.[CH3:17][C:18]1([CH3:28])[O:22][C:21](=[CH:23][C:24](Cl)=[O:25])[C:20](=[O:27])[O:19]1. No catalyst specified. The product is [F:1][C:2]1[CH:3]=[C:4]([CH:7]=[CH:8][C:9]=1[F:10])[CH2:5][NH:6][C:24](=[O:25])[CH:23]=[C:21]1[C:20](=[O:27])[O:19][C:18]([CH3:17])([CH3:28])[O:22]1. The yield is 0.920.